This data is from Forward reaction prediction with 1.9M reactions from USPTO patents (1976-2016). The task is: Predict the product of the given reaction. (1) Given the reactants [OH:1][CH2:2][C:3]([C:5]1[N:6]=[CH:7][N:8]2[CH:12]=[CH:11][S:10][C:9]=12)=[O:4].N1C=CN=C1.[Si:18](Cl)([C:21]([CH3:24])([CH3:23])[CH3:22])([CH3:20])[CH3:19], predict the reaction product. The product is: [Si:18]([O:1][CH2:2][C:3]([C:5]1[N:6]=[CH:7][N:8]2[CH:12]=[CH:11][S:10][C:9]=12)=[O:4])([C:21]([CH3:24])([CH3:23])[CH3:22])([CH3:20])[CH3:19]. (2) Given the reactants [Br:1][C:2]1[CH:7]=[CH:6][CH:5]=[CH:4][C:3]=1[CH2:8][CH2:9][OH:10].[C:11]([OH:15])(=[O:14])[CH:12]=O, predict the reaction product. The product is: [Br:1][C:2]1[CH:7]=[CH:6][CH:5]=[C:4]2[C:3]=1[CH2:8][CH2:9][O:10][CH:12]2[C:11]([OH:15])=[O:14]. (3) Given the reactants [C:1]([O:5][C:6]([N:8]1[CH2:13][CH2:12][N:11]([C:14]2[O:15][C:16]3[C:22](Br)=[CH:21][C:20]([Cl:24])=[CH:19][C:17]=3[N:18]=2)[C@@H:10]([CH3:25])[CH2:9]1)=[O:7])([CH3:4])([CH3:3])[CH3:2].[CH3:26][C:27]1[O:31][C:30](B2OC(C)(C)C(C)(C)O2)=[CH:29][CH:28]=1.O, predict the reaction product. The product is: [C:1]([O:5][C:6]([N:8]1[CH2:13][CH2:12][N:11]([C:14]2[O:15][C:16]3[C:22]([C:30]4[O:31][C:27]([CH3:26])=[CH:28][CH:29]=4)=[CH:21][C:20]([Cl:24])=[CH:19][C:17]=3[N:18]=2)[C@@H:10]([CH3:25])[CH2:9]1)=[O:7])([CH3:4])([CH3:3])[CH3:2]. (4) Given the reactants [NH2:1][C:2](=[O:42])[CH:3]([C:12]1[N:17]=[N:16][C:15]([S:18][C:19]2[CH:41]=[CH:40][CH:39]=[CH:38][C:20]=2[CH2:21][NH:22][C:23](=[O:37])[C:24]2[CH:29]=[C:28]([N:30]3[CH2:35][CH2:34][O:33][CH2:32][CH2:31]3)[CH:27]=[C:26]([F:36])[CH:25]=2)=[CH:14][CH:13]=1)[C:4]1[C:9]([Cl:10])=[CH:8][CH:7]=[CH:6][C:5]=1[Cl:11].[CH3:43]N(C(OC)OC)C, predict the reaction product. The product is: [Cl:10][C:9]1[CH:8]=[CH:7][CH:6]=[C:5]([Cl:11])[C:4]=1[C:3]1[C:2](=[O:42])[N:1]=[CH:43][N:17]2[C:12]=1[CH:13]=[CH:14][C:15]([S:18][C:19]1[CH:41]=[CH:40][CH:39]=[CH:38][C:20]=1[CH2:21][NH:22][C:23](=[O:37])[C:24]1[CH:29]=[C:28]([N:30]3[CH2:31][CH2:32][O:33][CH2:34][CH2:35]3)[CH:27]=[C:26]([F:36])[CH:25]=1)=[N:16]2. (5) Given the reactants [CH:1]([O:4][C:5]([N:7]1[CH2:12][CH2:11][CH:10]([O:13][C:14]2[CH:19]=[CH:18][N:17]=[C:16](Cl)[CH:15]=2)[CH2:9][CH2:8]1)=[O:6])([CH3:3])[CH3:2].[Br:21]Br.[H-].[Na+].[CH3:25][S:26]([C:29]1[CH:30]=[C:31]2[C:35](=[CH:36][CH:37]=1)[NH:34][CH2:33][CH2:32]2)(=[O:28])=[O:27].[C:38](#[N:40])[CH3:39], predict the reaction product. The product is: [CH:1]([O:4][C:5]([N:7]1[CH2:12][CH2:11][CH:10]([O:13][C:14]2[C:19]([Br:21])=[CH:18][N:17]=[C:16]([N:34]3[C:35]4[C:31](=[CH:30][C:29]([S:26]([CH3:25])(=[O:28])=[O:27])=[CH:37][CH:36]=4)[CH2:32][CH2:33]3)[CH:15]=2)[CH2:9][CH2:8]1)=[O:6])([CH3:3])[CH3:2].[CH:1]([O:4][C:5]([N:7]1[CH2:8][CH2:9][CH:10]([O:13][C:14]2[C:19]([Br:21])=[C:18]([N:34]3[C:35]4[C:31](=[CH:30][C:29]([S:26]([CH3:25])(=[O:28])=[O:27])=[CH:37][CH:36]=4)[CH2:32][CH2:33]3)[CH:39]=[CH:38][N:40]=2)[CH2:11][CH2:12]1)=[O:6])([CH3:2])[CH3:3]. (6) Given the reactants [OH:1][CH2:2][C:3]1[C:4]([C:29]([F:32])([F:31])[F:30])=[N:5][N:6]([CH2:8][C:9]2[CH:10]=[C:11]3[C:15](=[CH:16][CH:17]=2)[CH2:14][C@H:13]([NH:18]C(=O)OCC2C=CC=CC=2)[CH2:12]3)[CH:7]=1.C(O)C.Cl.[H][H], predict the reaction product. The product is: [NH2:18][C@@H:13]1[CH2:12][C:11]2[C:15](=[CH:16][CH:17]=[C:9]([CH2:8][N:6]3[CH:7]=[C:3]([CH2:2][OH:1])[C:4]([C:29]([F:32])([F:31])[F:30])=[N:5]3)[CH:10]=2)[CH2:14]1.